From a dataset of Forward reaction prediction with 1.9M reactions from USPTO patents (1976-2016). Predict the product of the given reaction. Given the reactants [OH:1][C:2]1[CH:3]=[C:4]2[C:8](=[CH:9][CH:10]=1)[NH:7][C:6]([C:11]([OH:13])=[O:12])=[CH:5]2.[C:14]([Si:18]([CH3:21])([CH3:20])Cl)([CH3:17])([CH3:16])[CH3:15].N1[CH:26]=[CH:25]N=C1.[Cl-].[NH4+], predict the reaction product. The product is: [CH2:25]([O:12][C:11]([C:6]1[NH:7][C:8]2[C:4]([CH:5]=1)=[CH:3][C:2]([O:1][Si:18]([C:14]([CH3:17])([CH3:16])[CH3:15])([CH3:21])[CH3:20])=[CH:10][CH:9]=2)=[O:13])[CH3:26].